Dataset: Forward reaction prediction with 1.9M reactions from USPTO patents (1976-2016). Task: Predict the product of the given reaction. The product is: [NH2:17][C:10]1[O:11][C@H:12]2[C@@H:16]([C@:8]([C:6]3[CH:7]=[C:2]([NH:1][C:31]([C:28]4[CH:27]=[CH:26][C:25]([O:24][CH2:23][CH:20]5[CH2:22][CH2:21]5)=[CH:30][N:29]=4)=[O:32])[CH:3]=[CH:4][C:5]=3[F:19])([CH3:18])[N:9]=1)[CH2:15][O:14][CH2:13]2. Given the reactants [NH2:1][C:2]1[CH:3]=[CH:4][C:5]([F:19])=[C:6]([C@:8]2([CH3:18])[C@@H:16]3[C@@H:12]([CH2:13][O:14][CH2:15]3)[O:11][C:10]([NH2:17])=[N:9]2)[CH:7]=1.[CH:20]1([CH2:23][O:24][C:25]2[CH:26]=[CH:27][C:28]([C:31](O)=[O:32])=[N:29][CH:30]=2)[CH2:22][CH2:21]1, predict the reaction product.